Dataset: Full USPTO retrosynthesis dataset with 1.9M reactions from patents (1976-2016). Task: Predict the reactants needed to synthesize the given product. (1) Given the product [Cl:27][C:9]1[C:10]2[C:5](=[CH:4][C:3]([O:23][CH3:24])=[C:2]([F:1])[CH:11]=2)[CH:6]=[C:7]([C:13]2[CH:18]=[CH:17][C:16]([O:19][CH:20]([CH3:22])[CH3:21])=[CH:15][CH:14]=2)[N:8]=1, predict the reactants needed to synthesize it. The reactants are: [F:1][C:2]1[CH:11]=[C:10]2[C:5]([CH:6]=[C:7]([C:13]3[CH:18]=[CH:17][C:16]([O:19][CH:20]([CH3:22])[CH3:21])=[CH:15][CH:14]=3)[N:8]=[C:9]2O)=[CH:4][C:3]=1[O:23][CH3:24].O=P(Cl)(Cl)[Cl:27]. (2) Given the product [N:3]1([C:9]2[CH:14]=[CH:13][N:12]=[C:11]([NH:15][C:16]3[S:17][C:18]([C:21]4[CH:22]=[N:23][CH:24]=[C:25]([CH:28]=4)[C:26]([NH2:27])=[O:1])=[CH:19][N:20]=3)[CH:10]=2)[CH2:4][CH2:5][O:6][CH2:7][CH2:8]1, predict the reactants needed to synthesize it. The reactants are: [OH:1]O.[N:3]1([C:9]2[CH:14]=[CH:13][N:12]=[C:11]([NH:15][C:16]3[S:17][C:18]([C:21]4[CH:22]=[N:23][CH:24]=[C:25]([CH:28]=4)[C:26]#[N:27])=[CH:19][N:20]=3)[CH:10]=2)[CH2:8][CH2:7][O:6][CH2:5][CH2:4]1.[OH-].[Na+]. (3) Given the product [Cl:1][C:2]1[CH:8]=[CH:7][C:5]([NH2:6])=[CH:4][C:3]=1[C:19]1[CH:24]=[CH:23][CH:22]=[CH:21][N:20]=1, predict the reactants needed to synthesize it. The reactants are: [Cl:1][C:2]1[CH:8]=[CH:7][C:5]([NH2:6])=[CH:4][C:3]=1B1OC(C)(C)C(C)(C)O1.Br[C:19]1[CH:24]=[CH:23][CH:22]=[CH:21][N:20]=1.C(=O)(O)[O-].[Na+]. (4) Given the product [Cl:2][C:3]1[C:11]2[C:10]([C:12]3[CH:13]=[C:14]([NH:18][C:19](=[O:22])[CH:20]=[CH2:21])[CH:15]=[CH:16][CH:17]=3)=[N:9][C:8]([NH:23][C:24]3[CH:29]=[CH:28][CH:27]=[C:26]([N:30]4[CH2:35][CH2:34][O:33][CH2:32][CH2:31]4)[CH:25]=3)=[N:7][C:6]=2[NH:5][CH:4]=1, predict the reactants needed to synthesize it. The reactants are: Cl.[Cl:2][C:3]1[C:11]2[C:10]([C:12]3[CH:13]=[C:14]([NH:18][C:19](=[O:22])[CH:20]=[CH2:21])[CH:15]=[CH:16][CH:17]=3)=[N:9][C:8]([NH:23][C:24]3[CH:29]=[CH:28][CH:27]=[C:26]([N:30]4[CH2:35][CH2:34][O:33][CH2:32][CH2:31]4)[CH:25]=3)=[N:7][C:6]=2[N:5](COCC[Si](C)(C)C)[CH:4]=1.C(=O)(O)[O-].[Na+]. (5) Given the product [NH2:1][C:2]1[CH:12]=[CH:11][C:10]([Br:13])=[C:4]2[C:3]=1[C:8](=[O:9])[NH:7][CH:5]2[OH:6], predict the reactants needed to synthesize it. The reactants are: [NH2:1][C:2]1[CH:12]=[CH:11][C:10]([Br:13])=[C:4]2[C:5]([NH:7][C:8](=[O:9])[C:3]=12)=[O:6].[H-].C([Al+]CC(C)C)C(C)C.O. (6) Given the product [C:11]1([CH3:14])[CH:12]=[CH:13][C:8]([C:5]2[O:4][C:3]([CH2:2][S:34][C:23]3[N:22]([C:17]4[CH:18]=[CH:19][CH:20]=[CH:21][C:16]=4[Cl:15])[C:26]([C:27]4[CH:32]=[CH:31][C:30]([F:33])=[CH:29][CH:28]=4)=[N:25][N:24]=3)=[N:7][N:6]=2)=[CH:9][CH:10]=1, predict the reactants needed to synthesize it. The reactants are: Cl[CH2:2][C:3]1[O:4][C:5]([C:8]2[CH:13]=[CH:12][C:11]([CH3:14])=[CH:10][CH:9]=2)=[N:6][N:7]=1.[Cl:15][C:16]1[CH:21]=[CH:20][CH:19]=[CH:18][C:17]=1[N:22]1[C:26]([C:27]2[CH:32]=[CH:31][C:30]([F:33])=[CH:29][CH:28]=2)=[N:25][N:24]=[C:23]1[SH:34].C([O-])([O-])=O.[K+].[K+].